This data is from Serine/threonine kinase 33 screen with 319,792 compounds. The task is: Binary Classification. Given a drug SMILES string, predict its activity (active/inactive) in a high-throughput screening assay against a specified biological target. (1) The drug is O(C(c1c(OC)cccc1)C(=O)NCCOC)C(=O)c1occc1. The result is 0 (inactive). (2) The molecule is S(Oc1c(OC)cc(cc1)/C=N\NC(=O)COc1cc(F)ccc1)(=O)(=O)c1ccc(cc1)C. The result is 0 (inactive). (3) The drug is S(=O)(=O)(N(C)C)c1cc(NC(=O)CN2C(=O)C3(NC2=O)CCCCCC3)c(cc1)C. The result is 0 (inactive).